The task is: Binary Classification. Given a miRNA mature sequence and a target amino acid sequence, predict their likelihood of interaction.. This data is from Experimentally validated miRNA-target interactions with 360,000+ pairs, plus equal number of negative samples. The miRNA is hsa-miR-3180-3p with sequence UGGGGCGGAGCUUCCGGAGGCC. The protein sequence of the target gene is MSSQTKFKKDKEIIAEYEAQIKEIRTQLVEQFKCLEQQSESRLQLLQDLQEFFRRKAEIELEYSRSLEKLAERFSSKIRSSREHQFKKDQYLLSPVNCWYLVLHQTRRESRDHATLNDIFMNNVIVRLSQISEDVIRLFKKSKEIGLQMHEELLKVTNELYTVMKTYHMYHAESISAESKLKEAEKQEEKQFNKSGELSMNLLRHEDRPQRRSSVKKIEKMKEKRQAKYSENKLKCTKARNDYLLNLAATNAAISKYYIHDVSDLIDCCDLGFHASLARTFRTYLSAEYNLETSRHEGLD.... Result: 0 (no interaction).